From a dataset of Full USPTO retrosynthesis dataset with 1.9M reactions from patents (1976-2016). Predict the reactants needed to synthesize the given product. (1) Given the product [F:33][C:2]1([F:1])[O:6][C:5]2[CH:7]=[CH:8][C:9]([C:11]3([C:14]([NH:16][C:17]4[N:18]=[C:19]([C:27]5[CH:28]=[CH:29][C:30]([C:69]([N:66]6[CH2:67][CH2:68][N:63]([CH3:62])[CH2:64][CH2:65]6)=[O:70])=[CH:31][CH:32]=5)[C:20]5[C:25]([CH:26]=4)=[CH:24][CH:23]=[CH:22][CH:21]=5)=[O:15])[CH2:13][CH2:12]3)=[CH:10][C:4]=2[O:3]1, predict the reactants needed to synthesize it. The reactants are: [F:1][C:2]1([F:33])[O:6][C:5]2[CH:7]=[CH:8][C:9]([C:11]3([C:14]([NH:16][C:17]4[N:18]=[C:19]([C:27]5[CH:32]=[CH:31][CH:30]=[CH:29][CH:28]=5)[C:20]5[C:25]([CH:26]=4)=[CH:24][CH:23]=[CH:22][CH:21]=5)=[O:15])[CH2:13][CH2:12]3)=[CH:10][C:4]=2[O:3]1.BrC1C2C(=CC=CC=2)C=C(NC(C2(C3C=CC4OC(F)(F)OC=4C=3)CC2)=O)N=1.[CH3:62][N:63]1[CH2:68][CH2:67][N:66]([C:69](C2C=CC(B(O)O)=CC=2)=[O:70])[CH2:65][CH2:64]1. (2) The reactants are: [C:1]([C:3](=[CH:7][C:8]1[S:9][CH:10]=[CH:11][CH:12]=1)[C:4](=[S:6])[NH2:5])#[N:2].N1[CH2:18][CH2:17][CH2:16][CH2:15][CH2:14]1.[CH2:19](O)[CH3:20]. Given the product [SH:6][C:4]1[N:5]=[C:15]2[CH2:16][CH2:17][CH2:18][CH2:19][CH2:20][C:14]2=[C:7]([C:8]2[S:9][CH:10]=[CH:11][CH:12]=2)[C:3]=1[C:1]#[N:2], predict the reactants needed to synthesize it. (3) Given the product [CH:10]1([N:6]2[C:5]3[N:16]=[C:17]([CH:19]4[CH2:24][CH2:23][CH2:22][N:21]([C:25]([C:26]5[CH:31]=[CH:30][CH:29]=[CH:28][C:27]=5[NH:32][S:33]([CH3:36])(=[O:34])=[O:35])=[O:37])[CH2:20]4)[NH:2][C:1](=[O:3])[C:4]=3[C:8]([CH3:9])=[N:7]2)[CH2:15][CH2:14][CH2:13][CH2:12][CH2:11]1, predict the reactants needed to synthesize it. The reactants are: [C:1]([C:4]1[C:8]([CH3:9])=[N:7][N:6]([CH:10]2[CH2:15][CH2:14][CH2:13][CH2:12][CH2:11]2)[C:5]=1[NH:16][C:17]([CH:19]1[CH2:24][CH2:23][CH2:22][N:21]([C:25](=[O:37])[C:26]2[CH:31]=[CH:30][CH:29]=[CH:28][C:27]=2[NH:32][S:33]([CH3:36])(=[O:35])=[O:34])[CH2:20]1)=O)(=[O:3])[NH2:2]. (4) The reactants are: [CH2:1](Br)[C:2]#[CH:3].[NH2:5][CH:6](O)[CH2:7][CH3:8].[C:10](=[O:13])([O-])[O-].[Na+].[Na+].[CH2:16](O)[CH3:17]. Given the product [CH2:1]([N:5]([CH2:6][C:7]#[CH:8])[CH2:16][CH2:17][CH2:10][OH:13])[C:2]#[CH:3], predict the reactants needed to synthesize it. (5) Given the product [Cl:11][C:8]1[CH:9]=[CH:10][C:2]2[NH:1][C:13](=[O:15])[O:5][C:4](=[O:6])[C:3]=2[CH:7]=1, predict the reactants needed to synthesize it. The reactants are: [NH2:1][C:2]1[CH:10]=[CH:9][C:8]([Cl:11])=[CH:7][C:3]=1[C:4]([OH:6])=[O:5].Cl[C:13](Cl)([O:15]C(=O)OC(Cl)(Cl)Cl)Cl. (6) Given the product [Br:13][C:14]1[CH:15]=[C:16]2[C:21](=[CH:22][CH:23]=1)[N:20]=[C:19]([NH2:24])[CH:18]=[N:17]2, predict the reactants needed to synthesize it. The reactants are: BrC1C=C2C(N=CC(N)=N2)=CC=1.[Br:13][C:14]1[CH:15]=[C:16]2[C:21](=[CH:22][CH:23]=1)[N:20]=[C:19]([NH:24]N)[CH:18]=[N:17]2.BrC1C=C2C(N=CC(NN)=N2)=CC=1.BrC1C=C2C(=CC=1)N1C(C3C=CC=CC=3)=NN=C1C=N2.BrC1C=C2C(=CC=1)N1C(C3C=CC=CN=3)=NN=C1C=N2.